This data is from Full USPTO retrosynthesis dataset with 1.9M reactions from patents (1976-2016). The task is: Predict the reactants needed to synthesize the given product. The reactants are: [O:1]=[C:2]1[C:11]2[C:6](=[CH:7][CH:8]=[CH:9][CH:10]=2)[CH:5]=[CH:4][N:3]1[C@@H:12]([CH2:16][CH3:17])[C:13]([OH:15])=O.C(C1C=CC=CC=1C(O)=O)=O.C([O:33][C:34](=[O:52])[CH2:35][C@H:36]([NH2:51])[CH:37]([OH:50])[CH2:38][O:39][C:40]1[C:45]([F:46])=[C:44]([F:47])[CH:43]=[C:42]([F:48])[C:41]=1[F:49])(C)(C)C. Given the product [O:1]=[C:2]1[C:11]2[C:6](=[CH:7][CH:8]=[CH:9][CH:10]=2)[CH:5]=[CH:4][N:3]1[C@@H:12]([CH2:16][CH3:17])[C:13]([NH:51][C@H:36]([C:37](=[O:50])[CH2:38][O:39][C:40]1[C:45]([F:46])=[C:44]([F:47])[CH:43]=[C:42]([F:48])[C:41]=1[F:49])[CH2:35][C:34]([OH:52])=[O:33])=[O:15], predict the reactants needed to synthesize it.